From a dataset of Reaction yield outcomes from USPTO patents with 853,638 reactions. Predict the reaction yield, written as a fraction of the theoretical maximum amount of product (1.0 means a 100% yield; for example, 0.34 means a 34% yield). (1) The reactants are [Cl:1][C:2]1[C:15]([Cl:16])=[CH:14][C:5]([O:6][C:7]2[CH:12]=[C:11](Cl)[CH:10]=[CH:9][N:8]=2)=[C:4]([I:17])[CH:3]=1.[CH2:18]([OH:21])[CH2:19][OH:20].C([O-])([O-])=O.[K+].[K+].O. The catalyst is CC(C)=O. The product is [Cl:1][C:2]1[C:15]([Cl:16])=[CH:14][C:5]([O:6][C:7]2[CH:12]=[C:11]([O:20][CH2:19][CH2:18][OH:21])[CH:10]=[CH:9][N:8]=2)=[C:4]([I:17])[CH:3]=1. The yield is 0.330. (2) The reactants are [Cl:1][C:2]1[CH:7]=[CH:6][C:5]([O:8][C:9]2[CH:14]=[CH:13][C:12]([CH2:15][CH2:16][OH:17])=[CH:11][C:10]=2[F:18])=[CH:4][C:3]=1[C:19]([F:22])([F:21])[F:20].[N:23]#[C:24][NH2:25].FC(F)(F)S(O)(=O)=O. The catalyst is C1COCC1. The product is [C:24](=[NH:23])([O:17][CH2:16][CH2:15][C:12]1[CH:13]=[CH:14][C:9]([O:8][C:5]2[CH:6]=[CH:7][C:2]([Cl:1])=[C:3]([C:19]([F:22])([F:20])[F:21])[CH:4]=2)=[C:10]([F:18])[CH:11]=1)[NH2:25]. The yield is 0.238. (3) The reactants are [CH3:1][N:2]1[CH2:7][CH:6]=[C:5]([C:8]2[C:16]3[C:11](=[CH:12][CH:13]=[C:14]([C:17]#[N:18])[CH:15]=3)[NH:10][CH:9]=2)[CH2:4][CH2:3]1.[H-].[Al+3].[Li+].[H-].[H-].[H-]. The catalyst is C1COCC1. The product is [CH3:1][N:2]1[CH2:3][CH:4]=[C:5]([C:8]2[C:16]3[C:11](=[CH:12][CH:13]=[C:14]([CH2:17][NH2:18])[CH:15]=3)[NH:10][CH:9]=2)[CH2:6][CH2:7]1. The yield is 0.990. (4) The reactants are [F:1][C:2]1[CH:10]=[C:9]2[C:5]([C:6]([CH2:12][NH:13][CH3:14])=[CH:7][N:8]2[CH3:11])=[CH:4][CH:3]=1.CNCC1C2C=CC=CC=2N2CCCC=12.[NH2:30][C:31]1[N:36]=[CH:35][C:34](/[CH:37]=[CH:38]/[C:39]([OH:41])=O)=[CH:33][CH:32]=1.Cl.O=C1NC2N=CC(/C=C/C(O)=O)=CC=2CC1. No catalyst specified. The product is [NH2:30][C:31]1[N:36]=[CH:35][C:34](/[CH:37]=[CH:38]/[C:39]([N:13]([CH2:12][C:6]2[C:5]3[C:9](=[CH:10][C:2]([F:1])=[CH:3][CH:4]=3)[N:8]([CH3:11])[CH:7]=2)[CH3:14])=[O:41])=[CH:33][CH:32]=1. The yield is 0.270. (5) The reactants are [NH:1]1[C:9]2[C:4](=[CH:5][CH:6]=[CH:7][CH:8]=2)[CH2:3][C:2]1=[O:10].[Li][CH2:12]CCC.CI. The catalyst is C1COCC1. The product is [CH3:12][CH:3]1[C:4]2[C:9](=[CH:8][CH:7]=[CH:6][CH:5]=2)[NH:1][C:2]1=[O:10]. The yield is 0.860. (6) The reactants are C([O:8][C:9]1[CH:10]=[CH:11][C:12]2[CH2:18][CH:17]([NH:19][C:20]([N:22]3[CH2:27][CH2:26][CH:25]([N:28]4[CH2:37][C:36]5[C:31](=[CH:32][CH:33]=[CH:34][CH:35]=5)[NH:30][C:29]4=[O:38])[CH2:24][CH2:23]3)=[O:21])[C:16](=[O:39])[N:15]([CH3:40])[CH2:14][C:13]=2[CH:41]=1)C1C=CC=CC=1.[H][H]. The product is [OH:8][C:9]1[CH:10]=[CH:11][C:12]2[CH2:18][CH:17]([NH:19][C:20]([N:22]3[CH2:27][CH2:26][CH:25]([N:28]4[CH2:37][C:36]5[C:31](=[CH:32][CH:33]=[CH:34][CH:35]=5)[NH:30][C:29]4=[O:38])[CH2:24][CH2:23]3)=[O:21])[C:16](=[O:39])[N:15]([CH3:40])[CH2:14][C:13]=2[CH:41]=1. The yield is 1.00. The catalyst is CO.[Pd]. (7) The reactants are O[C:2]1[CH:9]=[C:8]([OH:10])[CH:7]=[C:6]([OH:11])[C:3]=1[CH:4]=[O:5].Br[CH2:13][CH2:14][CH2:15][CH2:16][CH2:17][CH2:18][CH2:19][CH2:20][CH2:21][CH3:22].[C:23]([O-:26])([O-])=O.[K+].[K+]. The catalyst is CN(C=O)C. The product is [CH2:13]([O:11][C:6]1[CH:7]=[C:8]([O:10][CH2:13][CH2:14][CH2:15][CH2:16][CH2:17][CH2:18][CH2:19][CH2:20][CH2:21][CH3:22])[CH:9]=[C:2]([O:26][CH2:23][CH2:13][CH2:14][CH2:15][CH2:16][CH2:17][CH2:18][CH2:19][CH2:20][CH3:21])[C:3]=1[CH:4]=[O:5])[CH2:14][CH2:15][CH2:16][CH2:17][CH2:18][CH2:19][CH2:20][CH2:21][CH3:22]. The yield is 0.880. (8) The reactants are [CH2:1]([O:3][C:4]([C:7]1[CH:11]=[C:10]([NH:12][C:13](=[O:21])OC2C=CC=CC=2)[N:9]([C:22]2[CH:27]=[CH:26][CH:25]=[CH:24][CH:23]=2)[N:8]=1)([CH3:6])[CH3:5])[CH3:2].[CH3:28][O:29][C:30]1[CH:31]=[C:32]2[C:37](=[CH:38][C:39]=1[O:40][CH3:41])[N:36]=[CH:35][N:34]=[C:33]2[O:42][C:43]1[CH:44]=[C:45]([CH:47]=[CH:48][CH:49]=1)[NH2:46].C(N(CC)C(C)C)(C)C. The catalyst is C1COCC1. The product is [CH3:28][O:29][C:30]1[CH:31]=[C:32]2[C:37](=[CH:38][C:39]=1[O:40][CH3:41])[N:36]=[CH:35][N:34]=[C:33]2[O:42][C:43]1[CH:44]=[C:45]([NH:46][C:13]([NH:12][C:10]2[N:9]([C:22]3[CH:23]=[CH:24][CH:25]=[CH:26][CH:27]=3)[N:8]=[C:7]([C:4]([O:3][CH2:1][CH3:2])([CH3:5])[CH3:6])[CH:11]=2)=[O:21])[CH:47]=[CH:48][CH:49]=1. The yield is 0.600. (9) The reactants are Cl[C:2]1[CH:7]=[C:6]([C:8]2[CH:9]=[N:10][C:11]([C:14]([F:17])([F:16])[F:15])=[N:12][CH:13]=2)[C:5]([C:18]([F:21])([F:20])[F:19])=[CH:4][N:3]=1.FB([CH2:26][NH:27][C:28](=[O:34])[O:29][C:30]([CH3:33])([CH3:32])[CH3:31])(F)F.[K].C(=O)([O-])[O-].[Na+].[Na+].O. The catalyst is C(O)C.Cl[Pd](Cl)([P](C1C=CC=CC=1)(C1C=CC=CC=1)C1C=CC=CC=1)[P](C1C=CC=CC=1)(C1C=CC=CC=1)C1C=CC=CC=1. The product is [F:19][C:18]([F:21])([F:20])[C:5]1[C:6]([C:8]2[CH:9]=[N:10][C:11]([C:14]([F:17])([F:16])[F:15])=[N:12][CH:13]=2)=[CH:7][C:2]([CH2:26][NH:27][C:28](=[O:34])[O:29][C:30]([CH3:33])([CH3:32])[CH3:31])=[N:3][CH:4]=1. The yield is 0.770. (10) The reactants are I[C:2]1[C:7]2[S:8][C:9]3[CH:14]=[CH:13][CH:12]=[CH:11][C:10]=3[C:6]=2[CH:5]=[CH:4][CH:3]=1.[Br:15][C:16]1[CH:17]=[CH:18][C:19]2[NH:20][C:21]3[C:26]([C:27]=2[CH:28]=1)=[CH:25][CH:24]=[CH:23][CH:22]=3.C([O-])([O-])=O.[K+].[K+]. The catalyst is CN(C)C=O. The product is [Br:15][C:16]1[CH:17]=[CH:18][C:19]2[N:20]([C:2]3[C:7]4[S:8][C:9]5[CH:14]=[CH:13][CH:12]=[CH:11][C:10]=5[C:6]=4[CH:5]=[CH:4][CH:3]=3)[C:21]3[C:26]([C:27]=2[CH:28]=1)=[CH:25][CH:24]=[CH:23][CH:22]=3. The yield is 0.580.